From a dataset of Catalyst prediction with 721,799 reactions and 888 catalyst types from USPTO. Predict which catalyst facilitates the given reaction. Reactant: [NH2:1][C:2]1[CH:3]=[C:4]([CH2:8][C:9]([OH:11])=[O:10])[CH:5]=[CH:6][CH:7]=1.[Cl:12][C:13]1[C:18]([Cl:19])=[CH:17][CH:16]=[CH:15][C:14]=1[N:20]=[C:21]=[O:22]. Product: [C:9]([CH2:8][C:4]1[CH:3]=[C:2]([NH:1][C:21]([NH:20][C:14]2[CH:15]=[CH:16][CH:17]=[C:18]([Cl:19])[C:13]=2[Cl:12])=[O:22])[CH:7]=[CH:6][CH:5]=1)([OH:11])=[O:10]. The catalyst class is: 3.